From a dataset of Full USPTO retrosynthesis dataset with 1.9M reactions from patents (1976-2016). Predict the reactants needed to synthesize the given product. (1) Given the product [Cl:1][C:2]1[CH:3]=[C:4]2[C:8](=[CH:9][CH:10]=1)[NH:7][CH:6]=[C:5]2[C:11]([Cl:16])=[O:13], predict the reactants needed to synthesize it. The reactants are: [Cl:1][C:2]1[CH:3]=[C:4]2[C:8](=[CH:9][CH:10]=1)[NH:7][CH:6]=[C:5]2[C:11]([OH:13])=O.S(Cl)([Cl:16])=O. (2) Given the product [Br:1][C:2]1[CH:3]=[N:4][C:5]2[N:6]([N:8]=[C:9]([C:11]([N:23]3[CH2:22][CH:21]=[C:20]([C:17]4[CH:16]=[CH:15][N:14]=[CH:19][CH:18]=4)[CH2:25][CH2:24]3)=[O:13])[CH:10]=2)[CH:7]=1, predict the reactants needed to synthesize it. The reactants are: [Br:1][C:2]1[CH:3]=[N:4][C:5]2[N:6]([N:8]=[C:9]([C:11]([OH:13])=O)[CH:10]=2)[CH:7]=1.[NH:14]1[CH2:19][CH:18]=[C:17]([C:20]2[CH:25]=[CH:24][N:23]=[CH:22][CH:21]=2)[CH2:16][CH2:15]1. (3) Given the product [C:1]([O:5][C:6]([N:8]1[CH:12]2[CH2:13][CH2:14][CH2:15][CH:11]2[N:10]([CH2:20][CH3:21])[C:9]1=[O:16])=[O:7])([CH3:4])([CH3:2])[CH3:3], predict the reactants needed to synthesize it. The reactants are: [C:1]([O:5][C:6]([N:8]1[CH:12]2[CH2:13][CH2:14][CH2:15][CH:11]2[NH:10][C:9]1=[O:16])=[O:7])([CH3:4])([CH3:3])[CH3:2].[H-].[Na+].I[CH2:20][CH3:21]. (4) Given the product [CH2:1]([O:8][C:9]([N:11]1[C@@H:15]([CH2:16][CH2:17][N:27]2[CH2:28][CH2:29][C:24]3([CH2:22][CH2:23]3)[C@H:25]([OH:30])[CH2:26]2)[CH2:14][O:13][C:12]1([CH3:20])[CH3:19])=[O:10])[C:2]1[CH:7]=[CH:6][CH:5]=[CH:4][CH:3]=1, predict the reactants needed to synthesize it. The reactants are: [CH2:1]([O:8][C:9]([N:11]1[C@@H:15]([CH2:16][CH:17]=O)[CH2:14][O:13][C:12]1([CH3:20])[CH3:19])=[O:10])[C:2]1[CH:7]=[CH:6][CH:5]=[CH:4][CH:3]=1.Cl.[CH2:22]1[C:24]2([CH2:29][CH2:28][NH:27][CH2:26][C@H:25]2[OH:30])[CH2:23]1.C(N(CC)CC)C.C(O[BH-](OC(=O)C)OC(=O)C)(=O)C.[Na+]. (5) Given the product [Cl:11][C:12]1[CH:13]=[C:14]([C:22]2[S:26][C:25]([N:27]3[C:35]([CH3:36])=[C:30]4[CH2:31][N:32]([CH:5]5[CH2:4][O:3][C:2]([CH3:1])([CH3:9])[O:7][CH2:6]5)[CH2:33][CH2:34][C:29]4=[N:28]3)=[N:24][N:23]=2)[CH:15]=[CH:16][C:17]=1[O:18][CH:19]([CH3:21])[CH3:20], predict the reactants needed to synthesize it. The reactants are: [CH3:1][C:2]1([CH3:9])[O:7][CH2:6][C:5](=O)[CH2:4][O:3]1.Cl.[Cl:11][C:12]1[CH:13]=[C:14]([C:22]2[S:26][C:25]([N:27]3[C:35]([CH3:36])=[C:30]4[CH2:31][NH:32][CH2:33][CH2:34][C:29]4=[N:28]3)=[N:24][N:23]=2)[CH:15]=[CH:16][C:17]=1[O:18][CH:19]([CH3:21])[CH3:20].C(O[BH-](OC(=O)C)OC(=O)C)(=O)C.[Na+]. (6) Given the product [Cl:1][C:2]1[CH:3]=[C:4]2[C:10]([C:11]3[N:16]=[C:15]([NH:17][C@H:18]4[CH2:23][CH2:22][CH2:21][C@@H:20]([O:24][CH3:25])[C@@H:19]4[OH:26])[C:14]([F:27])=[CH:13][N:12]=3)=[CH:9][NH:8][C:5]2=[N:6][CH:7]=1, predict the reactants needed to synthesize it. The reactants are: [Cl:1][C:2]1[CH:3]=[C:4]2[C:10]([C:11]3[N:16]=[C:15]([NH:17][C@H:18]4[CH2:23][CH2:22][CH2:21][C@@H:20]([O:24][CH3:25])[C@@H:19]4[OH:26])[C:14]([F:27])=[CH:13][N:12]=3)=[CH:9][N:8](S(C3C=CC(C)=CC=3)(=O)=O)[C:5]2=[N:6][CH:7]=1.[Li+].[OH-].Cl.C([O-])(O)=O.[Na+].